From a dataset of TCR-epitope binding with 47,182 pairs between 192 epitopes and 23,139 TCRs. Binary Classification. Given a T-cell receptor sequence (or CDR3 region) and an epitope sequence, predict whether binding occurs between them. (1) The epitope is RLRAEAQVK. The TCR CDR3 sequence is CASSLDWGGNEQYF. Result: 0 (the TCR does not bind to the epitope). (2) The epitope is KRWIIMGLNK. The TCR CDR3 sequence is CASAPGLMSYEQYF. Result: 1 (the TCR binds to the epitope). (3) The epitope is TLVPQEHYV. The TCR CDR3 sequence is CASSWGVRDMNTEAFF. Result: 0 (the TCR does not bind to the epitope). (4) The epitope is YIFFASFYY. The TCR CDR3 sequence is CASSKGTSGDQETQYF. Result: 0 (the TCR does not bind to the epitope).